This data is from Peptide-MHC class I binding affinity with 185,985 pairs from IEDB/IMGT. The task is: Regression. Given a peptide amino acid sequence and an MHC pseudo amino acid sequence, predict their binding affinity value. This is MHC class I binding data. (1) The peptide sequence is RLRDLLLIVTR. The MHC is HLA-A31:01 with pseudo-sequence HLA-A31:01. The binding affinity (normalized) is 0.897. (2) The peptide sequence is TSYPTAVQF. The MHC is HLA-C15:02 with pseudo-sequence HLA-C15:02. The binding affinity (normalized) is 0.569. (3) The peptide sequence is AITGNADNL. The MHC is H-2-Kb with pseudo-sequence H-2-Kb. The binding affinity (normalized) is 0. (4) The peptide sequence is ALAKAAAAV. The MHC is HLA-A02:03 with pseudo-sequence HLA-A02:03. The binding affinity (normalized) is 0.643. (5) The peptide sequence is YHEDIHTYL. The MHC is HLA-B07:02 with pseudo-sequence HLA-B07:02. The binding affinity (normalized) is 0.0847. (6) The peptide sequence is RRYQIAQYK. The MHC is HLA-A26:01 with pseudo-sequence HLA-A26:01. The binding affinity (normalized) is 0.0847. (7) The peptide sequence is LWLLWPVTL. The MHC is HLA-A26:01 with pseudo-sequence HLA-A26:01. The binding affinity (normalized) is 0.